This data is from Forward reaction prediction with 1.9M reactions from USPTO patents (1976-2016). The task is: Predict the product of the given reaction. (1) Given the reactants OP([O-])([O-])=O.[Na+].[Na+].S([O-])([O-])=O.[Na+].[Na+].[F:14][C:15]1[CH:16]=[C:17]([S:22](Cl)(=[O:24])=[O:23])[CH:18]=[CH:19][C:20]=1[CH3:21].Br[CH2:27][C:28]1[CH:33]=[CH:32][C:31]([C:34]([F:43])([C:39]([F:42])([F:41])[F:40])[C:35]([F:38])([F:37])[F:36])=[CH:30][CH:29]=1, predict the reaction product. The product is: [F:14][C:15]1[CH:16]=[C:17]([S:22]([CH2:27][C:28]2[CH:29]=[CH:30][C:31]([C:34]([F:43])([C:35]([F:36])([F:37])[F:38])[C:39]([F:41])([F:42])[F:40])=[CH:32][CH:33]=2)(=[O:24])=[O:23])[CH:18]=[CH:19][C:20]=1[CH3:21]. (2) Given the reactants [F:1][C:2]1[C:20]([O:21][CH:22]([CH3:24])[CH3:23])=[CH:19][C:5]([C:6]([NH:8][C:9]2[CH:18]=[CH:17][C:12]([C:13]([O:15]C)=[O:14])=[CH:11][CH:10]=2)=[O:7])=[CH:4][C:3]=1[O:25][CH:26]([CH3:28])[CH3:27].[Li+].[OH-].Cl, predict the reaction product. The product is: [F:1][C:2]1[C:3]([O:25][CH:26]([CH3:27])[CH3:28])=[CH:4][C:5]([C:6]([NH:8][C:9]2[CH:10]=[CH:11][C:12]([C:13]([OH:15])=[O:14])=[CH:17][CH:18]=2)=[O:7])=[CH:19][C:20]=1[O:21][CH:22]([CH3:24])[CH3:23]. (3) Given the reactants [CH2:1]([O:3][C:4]([C:6]1[O:7][C:8]2[C:13]([C:14](=[O:16])[CH:15]=1)=[CH:12][C:11]([O:17][CH3:18])=[CH:10][C:9]=2Br)=[O:5])[CH3:2].[CH3:20][O:21][CH2:22][CH2:23][N:24]1[CH2:29][CH2:28][NH:27][CH2:26][CH2:25]1, predict the reaction product. The product is: [CH2:1]([O:3][C:4]([C:6]1[O:7][C:8]2[C:13]([C:14](=[O:16])[CH:15]=1)=[CH:12][C:11]([O:17][CH3:18])=[CH:10][C:9]=2[N:27]1[CH2:28][CH2:29][N:24]([CH2:23][CH2:22][O:21][CH3:20])[CH2:25][CH2:26]1)=[O:5])[CH3:2]. (4) Given the reactants Br[C:2]1[N:6]=[C:5]([CH:7]2[CH2:12][CH2:11][CH2:10][N:9]([C:13]([C:15]3[CH:20]=[CH:19][C:18]([F:21])=[CH:17][CH:16]=3)=[O:14])[CH2:8]2)[O:4][N:3]=1.[F:22][C:23]1[CH:28]=[CH:27][C:26]([OH:29])=[CH:25][CH:24]=1.C([O-])([O-])=O.[K+].[K+].C([O-])([O-])=O.[Na+].[Na+], predict the reaction product. The product is: [F:22][C:23]1[CH:28]=[CH:27][C:26]([O:29][C:2]2[N:6]=[C:5]([CH:7]3[CH2:12][CH2:11][CH2:10][N:9]([C:13]([C:15]4[CH:20]=[CH:19][C:18]([F:21])=[CH:17][CH:16]=4)=[O:14])[CH2:8]3)[O:4][N:3]=2)=[CH:25][CH:24]=1. (5) Given the reactants [CH3:1][NH:2][C:3]1[N:8]=[C:7]([CH2:9][CH2:10][O:11][C:12]2[CH:33]=[CH:32][C:15]3[CH2:16][C@@H:17]([CH2:27][C:28]([O:30]C)=[O:29])[C:18](=[O:26])[N:19]([CH2:21][C:22]([F:25])([F:24])[F:23])[CH2:20][C:14]=3[CH:13]=2)[CH:6]=[CH:5][CH:4]=1.N1C=CC=CC=1NCCCOC1C=CC2C[C@H](CC(OC)=O)C(=O)N(CC(F)(F)F)CC=2C=1, predict the reaction product. The product is: [CH3:1][NH:2][C:3]1[N:8]=[C:7]([CH2:9][CH2:10][O:11][C:12]2[CH:33]=[CH:32][C:15]3[CH2:16][C@@H:17]([CH2:27][C:28]([OH:30])=[O:29])[C:18](=[O:26])[N:19]([CH2:21][C:22]([F:23])([F:25])[F:24])[CH2:20][C:14]=3[CH:13]=2)[CH:6]=[CH:5][CH:4]=1. (6) The product is: [Cl:5][C:6]1[CH:7]=[C:8]([CH:11]=[CH:12][C:13]=1[O:14][C@H:15]([C:17]1[N:21]([CH3:22])[C:20]([C:23]2[CH:28]=[CH:27][CH:26]=[CH:25][C:24]=2[C:29]([F:30])([F:32])[F:31])=[N:19][N:18]=1)[CH3:16])[C:9]([NH2:10])=[O:1]. Given the reactants [OH-:1].[Na+].OO.[Cl:5][C:6]1[CH:7]=[C:8]([CH:11]=[CH:12][C:13]=1[O:14][C@H:15]([C:17]1[N:21]([CH3:22])[C:20]([C:23]2[CH:28]=[CH:27][CH:26]=[CH:25][C:24]=2[C:29]([F:32])([F:31])[F:30])=[N:19][N:18]=1)[CH3:16])[C:9]#[N:10].O, predict the reaction product. (7) Given the reactants [CH3:1][C:2]1([C:8]([NH2:10])=[O:9])[CH2:7][CH2:6][CH2:5][CH2:4][CH2:3]1.Cl[CH:12]([C:18]([CH3:20])=O)[C:13]([O:15][CH2:16][CH3:17])=[O:14], predict the reaction product. The product is: [CH2:16]([O:15][C:13]([C:12]1[O:9][C:8]([C:2]2([CH3:1])[CH2:7][CH2:6][CH2:5][CH2:4][CH2:3]2)=[N:10][C:18]=1[CH3:20])=[O:14])[CH3:17].